Dataset: Retrosynthesis with 50K atom-mapped reactions and 10 reaction types from USPTO. Task: Predict the reactants needed to synthesize the given product. (1) Given the product COc1ccc2c(c1)C(CO)CN(C(=O)OC(C)(C)C)C2, predict the reactants needed to synthesize it. The reactants are: COC(=O)C1CN(C(=O)OC(C)(C)C)Cc2ccc(OC)cc21. (2) Given the product CC(C)=CCOc1ccc(OCC(C)N)cc1, predict the reactants needed to synthesize it. The reactants are: CC(=O)COc1ccc(OCC=C(C)C)cc1.[BH3-]C#N. (3) Given the product FC(F)(F)Cn1ccc2ncnc(Nc3ccc(Oc4cccc5[nH]ccc45)c(Cl)c3)c21, predict the reactants needed to synthesize it. The reactants are: FC(F)(F)Cn1ccc2ncnc(Cl)c21.Nc1ccc(Oc2cccc3[nH]ccc23)c(Cl)c1. (4) The reactants are: COC(=O)CCC(=O)Cl.NC1CCN(Cc2ccc(Cl)c(Cl)c2)CC1. Given the product COC(=O)CCC(=O)NC1CCN(Cc2ccc(Cl)c(Cl)c2)CC1, predict the reactants needed to synthesize it.